From a dataset of Forward reaction prediction with 1.9M reactions from USPTO patents (1976-2016). Predict the product of the given reaction. Given the reactants [OH-].[Na+].[CH3:3][C:4]([C@H:6]1[C@@H:10]2[C@@H:11]3[C@@:24]([CH3:27])([CH2:25][CH2:26][C@@:9]2([CH2:33][OH:34])[CH2:8][CH2:7]1)[C@@:23]1([CH3:28])[C@@H:14]([C@:15]2([CH3:32])[C@@H:20]([CH2:21][CH2:22]1)[C:19]([CH3:30])([CH3:29])[C@@H:18]([OH:31])[CH2:17][CH2:16]2)[CH2:13][CH2:12]3)=[CH2:5].O.[O:36]1[CH2:40]CC[CH2:37]1, predict the reaction product. The product is: [CH3:5][C:4]([C@H:6]1[C@@H:10]2[C@@H:11]3[C@@:24]([CH3:27])([CH2:25][CH2:26][C@@:9]2([CH2:33][OH:34])[CH2:8][CH2:7]1)[C@@:23]1([CH3:28])[C@@H:14]([C@:15]2([CH3:32])[C@@H:20]([CH2:21][CH2:22]1)[C:19]([CH3:30])([CH3:29])[C@@H:18]([OH:31])[CH2:17][CH2:16]2)[CH2:13][CH2:12]3)=[CH2:3].[CH3:37][O:36][CH3:40].